This data is from Forward reaction prediction with 1.9M reactions from USPTO patents (1976-2016). The task is: Predict the product of the given reaction. (1) Given the reactants C[N:2]([CH2:10][C:11]1[CH:15]=[C:14]([C:16]2[CH:21]=[CH:20][CH:19]=[CH:18][CH:17]=2)[NH:13][CH:12]=1)[C:3](=O)OC(C)(C)C.[H-].[Na+].[CH:24]([O:27][C:28]1[CH:33]=[CH:32][C:31]([S:34](Cl)(=[O:36])=[O:35])=[CH:30][CH:29]=1)([CH3:26])[CH3:25], predict the reaction product. The product is: [CH:24]([O:27][C:28]1[CH:33]=[CH:32][C:31]([S:34]([N:13]2[C:14]([C:16]3[CH:17]=[CH:18][CH:19]=[CH:20][CH:21]=3)=[CH:15][C:11]([CH2:10][NH:2][CH3:3])=[CH:12]2)(=[O:36])=[O:35])=[CH:30][CH:29]=1)([CH3:26])[CH3:25]. (2) Given the reactants [CH3:1][C:2]([O:5][C:6]([NH:8][C@H:9]([C:20]([OH:22])=O)[CH2:10][C:11]1[CH:16]=[CH:15][C:14]([N+:17]([O-:19])=[O:18])=[CH:13][CH:12]=1)=[O:7])([CH3:4])[CH3:3].[CH3:23][C:24]1([CH3:32])[O:31][C:29](=[O:30])[CH2:28][C:26](=[O:27])[O:25]1.C1CCC(N=C=NC2CCCCC2)CC1, predict the reaction product. The product is: [CH3:23][C:24]1([CH3:32])[O:31][C:29](=[O:30])[CH:28]([C:20](=[O:22])[C@@H:9]([NH:8][C:6](=[O:7])[O:5][C:2]([CH3:1])([CH3:3])[CH3:4])[CH2:10][C:11]2[CH:12]=[CH:13][C:14]([N+:17]([O-:19])=[O:18])=[CH:15][CH:16]=2)[C:26](=[O:27])[O:25]1. (3) Given the reactants [CH3:1][O:2][CH2:3][C:4]1[CH:12]=[CH:11][C:7]([C:8]([OH:10])=[O:9])=[CH:6][CH:5]=1.O.[C:14](OCC)(=O)C, predict the reaction product. The product is: [CH3:1][O:2][CH2:3][C:4]1[CH:12]=[CH:11][C:7]([C:8]([O:10][CH3:14])=[O:9])=[CH:6][CH:5]=1. (4) Given the reactants CC(C)([O-])C.[K+].[C:7]1([S:17]([NH:20][C:21]2[CH:26]=[CH:25][C:24]([N+:27]([O-:29])=[O:28])=[CH:23][CH:22]=2)(=[O:19])=[O:18])[C:16]2[C:11](=[CH:12][CH:13]=[CH:14][CH:15]=2)[CH:10]=[CH:9][CH:8]=1.Br[CH2:31][C:32]([O:34][CH2:35][CH3:36])=[O:33], predict the reaction product. The product is: [CH2:35]([O:34][C:32]([CH2:31][N:20]([C:21]1[CH:26]=[CH:25][C:24]([N+:27]([O-:29])=[O:28])=[CH:23][CH:22]=1)[S:17]([C:7]1[C:16]2[C:11](=[CH:12][CH:13]=[CH:14][CH:15]=2)[CH:10]=[CH:9][CH:8]=1)(=[O:18])=[O:19])=[O:33])[CH3:36]. (5) Given the reactants [CH:1]([C:4]12[CH2:13][CH:8]([C:9]([CH3:12])([CH3:11])[CH2:10]1)[CH:7](O)[CH2:6][CH2:5]2)([CH3:3])[CH3:2].OS([O-])(=O)=O.[K+].[C:21]1(C)C=CC=CC=1, predict the reaction product. The product is: [CH:1]([C:4]12[CH2:13][CH:8]([C:9]([CH3:12])([CH3:11])[CH2:10]1)[C:7]([CH3:21])=[CH:6][CH2:5]2)([CH3:3])[CH3:2]. (6) Given the reactants [C:1]([O:5][C:6]([N:8]1[C:16]2[C:11](=[C:12]([NH:24][C:25]3[CH:30]=[CH:29][C:28]([Si](C)(C)C)=[CH:27][C:26]=3[F:35])[C:13]([C:17]([O:19][C:20]([CH3:23])([CH3:22])[CH3:21])=[O:18])=[CH:14][CH:15]=2)[CH:10]=[N:9]1)=[O:7])([CH3:4])([CH3:3])[CH3:2].[I:36]Cl, predict the reaction product. The product is: [C:1]([O:5][C:6]([N:8]1[C:16]2[C:11](=[C:12]([NH:24][C:25]3[CH:30]=[CH:29][C:28]([I:36])=[CH:27][C:26]=3[F:35])[C:13]([C:17]([O:19][C:20]([CH3:23])([CH3:22])[CH3:21])=[O:18])=[CH:14][CH:15]=2)[CH:10]=[N:9]1)=[O:7])([CH3:4])([CH3:3])[CH3:2]. (7) Given the reactants [OH-:1].[Na+].O=[C:4]([C:12]1[CH:17]=[CH:16][C:15]([O:18][CH3:19])=[C:14]([O:20][CH3:21])[C:13]=1[O:22][CH3:23])[CH2:5][CH2:6][CH2:7]CC(O)=O.[OH2:24], predict the reaction product. The product is: [CH3:23][O:22][C:13]1[C:14]([O:20][CH3:21])=[C:15]([O:18][CH3:19])[CH:16]=[CH:17][C:12]=1[CH2:4][CH2:5][CH2:6][C:7]([OH:24])=[O:1].